Dataset: Peptide-MHC class II binding affinity with 134,281 pairs from IEDB. Task: Regression. Given a peptide amino acid sequence and an MHC pseudo amino acid sequence, predict their binding affinity value. This is MHC class II binding data. (1) The peptide sequence is IAFTSEHSHFSLK. The MHC is DRB1_0401 with pseudo-sequence DRB1_0401. The binding affinity (normalized) is 0.365. (2) The peptide sequence is ENGSMRVFVDVIRALD. The MHC is DRB1_0301 with pseudo-sequence DRB1_0301. The binding affinity (normalized) is 0.391.